From a dataset of Retrosynthesis with 50K atom-mapped reactions and 10 reaction types from USPTO. Predict the reactants needed to synthesize the given product. Given the product O=C(c1ccc([N+](=O)[O-])cc1Cl)N1CCc2cccn2-c2ccccc21, predict the reactants needed to synthesize it. The reactants are: O=C(Cl)c1ccc([N+](=O)[O-])cc1Cl.c1ccc2c(c1)NCCc1cccn1-2.